This data is from Reaction yield outcomes from USPTO patents with 853,638 reactions. The task is: Predict the reaction yield, written as a fraction of the theoretical maximum amount of product (1.0 means a 100% yield; for example, 0.34 means a 34% yield). The reactants are Cl.[NH2:2][C@@H:3]1[C:11]2[C:6](=[C:7]([C:12]3[S:16][C:15]([C:17]4[CH:18]=[CH:19][C:20]([O:25][CH:26]([CH3:28])[CH3:27])=[C:21]([CH:24]=4)[C:22]#[N:23])=[N:14][N:13]=3)[CH:8]=[CH:9][CH:10]=2)[CH2:5][CH2:4]1.CCN(C(C)C)C(C)C.[CH3:38][S:39]([CH:42]=[CH2:43])(=[O:41])=[O:40]. The catalyst is CC(N(C)C)=O. The product is [CH:26]([O:25][C:20]1[CH:19]=[CH:18][C:17]([C:15]2[S:16][C:12]([C:7]3[CH:8]=[CH:9][CH:10]=[C:11]4[C:6]=3[CH2:5][CH2:4][C@@H:3]4[NH:2][CH2:43][CH2:42][S:39]([CH3:38])(=[O:41])=[O:40])=[N:13][N:14]=2)=[CH:24][C:21]=1[C:22]#[N:23])([CH3:28])[CH3:27]. The yield is 0.310.